From a dataset of Full USPTO retrosynthesis dataset with 1.9M reactions from patents (1976-2016). Predict the reactants needed to synthesize the given product. Given the product [CH2:1]([O:3][C:4]1[CH:5]=[C:6]([CH:9]=[C:10]([O:18][CH2:19][CH3:20])[C:11]=1[N:12]1[CH2:17][CH2:16][O:15][CH2:14][CH2:13]1)[CH2:7][N:37]1[CH2:36][C:35]2([CH2:46][C:32]([N:29]3[CH2:30][CH2:31][C:26]([CH3:47])([C:24]([O:23][CH2:21][CH3:22])=[O:25])[CH2:27][CH2:28]3)=[N:33][O:34]2)[CH2:38]1)[CH3:2], predict the reactants needed to synthesize it. The reactants are: [CH2:1]([O:3][C:4]1[CH:5]=[C:6]([CH:9]=[C:10]([O:18][CH2:19][CH3:20])[C:11]=1[N:12]1[CH2:17][CH2:16][O:15][CH2:14][CH2:13]1)[CH:7]=O)[CH3:2].[CH2:21]([O:23][C:24]([C:26]1([CH3:47])[CH2:31][CH2:30][N:29]([C:32]2[CH2:46][C:35]3([CH2:38][N:37](C(OC(C)(C)C)=O)[CH2:36]3)[O:34][N:33]=2)[CH2:28][CH2:27]1)=[O:25])[CH3:22].